From a dataset of Forward reaction prediction with 1.9M reactions from USPTO patents (1976-2016). Predict the product of the given reaction. (1) Given the reactants [CH3:1][O:2][C:3](=[O:18])[C:4]1[CH:9]=[CH:8][C:7]([CH2:10]Cl)=[CH:6][C:5]=1[C:12]1[CH:17]=[CH:16][CH:15]=[CH:14][CH:13]=1.C1OCCOCCOCCOCCOCCOC1.[OH:37][C:38]1[CH:39]=[N:40][CH:41]=[CH:42][CH:43]=1.[K], predict the reaction product. The product is: [CH3:1][O:2][C:3](=[O:18])[C:4]1[CH:9]=[CH:8][C:7]([CH2:10][O:37][C:38]2[CH:39]=[N:40][CH:41]=[CH:42][CH:43]=2)=[CH:6][C:5]=1[C:12]1[CH:17]=[CH:16][CH:15]=[CH:14][CH:13]=1. (2) Given the reactants [CH3:1][O:2][CH2:3][CH:4]([NH2:7])[CH2:5][CH3:6].C([O-])([O-])=O.[K+].[K+].[C:14](Cl)([O:16][CH2:17][C:18]1[CH:23]=[CH:22][CH:21]=[CH:20][CH:19]=1)=[O:15], predict the reaction product. The product is: [CH2:17]([O:16][C:14](=[O:15])[NH:7][CH:4]([CH2:3][O:2][CH3:1])[CH2:5][CH3:6])[C:18]1[CH:23]=[CH:22][CH:21]=[CH:20][CH:19]=1. (3) Given the reactants [NH2:1][C:2]1[N:7]=[CH:6][N:5]=[C:4]2[N:8]([CH2:25][C@@H:26]3[CH2:30][CH2:29][CH2:28][N:27]3[C:31](=[O:35])[CH2:32][C:33]#[N:34])[N:9]=[C:10]([C:11]3[CH:16]=[CH:15][C:14]([O:17][C:18]4[CH:23]=[CH:22][CH:21]=[CH:20][CH:19]=4)=[CH:13][C:12]=3[F:24])[C:3]=12.[CH3:36][C:37]([N:41]1[CH2:45][CH2:44][CH2:43][CH2:42]1)([CH3:40])[CH:38]=O.N1CCCC1.Cl[Si](C)(C)C, predict the reaction product. The product is: [NH2:1][C:2]1[N:7]=[CH:6][N:5]=[C:4]2[N:8]([CH2:25][C@@H:26]3[CH2:30][CH2:29][CH2:28][N:27]3[C:31]([C:32](=[CH:36][C:37]([CH3:40])([N:41]3[CH2:45][CH2:44][CH2:43][CH2:42]3)[CH3:38])[C:33]#[N:34])=[O:35])[N:9]=[C:10]([C:11]3[CH:16]=[CH:15][C:14]([O:17][C:18]4[CH:19]=[CH:20][CH:21]=[CH:22][CH:23]=4)=[CH:13][C:12]=3[F:24])[C:3]=12. (4) Given the reactants [CH2:1]([N:3]([CH2:16][CH3:17])[C:4](=[O:15])[C:5]1[CH:10]=[CH:9][C:8](F)=[C:7]([N+:12]([O-:14])=[O:13])[CH:6]=1)[CH3:2].[N:18]1[CH:23]=[CH:22][C:21]([CH2:24][NH2:25])=[CH:20][CH:19]=1, predict the reaction product. The product is: [CH2:1]([N:3]([CH2:16][CH3:17])[C:4](=[O:15])[C:5]1[CH:10]=[CH:9][C:8]([NH:25][CH2:24][C:21]2[CH:22]=[CH:23][N:18]=[CH:19][CH:20]=2)=[C:7]([N+:12]([O-:14])=[O:13])[CH:6]=1)[CH3:2]. (5) Given the reactants [Br:1][C:2]1[CH:10]=[C:9]([C:11](O)=[O:12])[CH:8]=[CH:7][C:3]=1[C:4](O)=[O:5].C1COCC1.O, predict the reaction product. The product is: [Br:1][C:2]1[CH:10]=[C:9]([CH2:11][OH:12])[CH:8]=[CH:7][C:3]=1[CH2:4][OH:5].